Dataset: Forward reaction prediction with 1.9M reactions from USPTO patents (1976-2016). Task: Predict the product of the given reaction. (1) Given the reactants [OH:1][CH2:2][CH2:3][N:4]1[CH2:8][C@H:7]([CH:9]([CH3:11])[CH3:10])[N:6]([C:12]2[CH:17]=[CH:16][N:15]3[N:18]=[CH:19][C:20]([C:21]4[CH:26]=[CH:25][C:24]([C:27]5[N:31]=[CH:30][N:29]([CH2:32][O:33][CH2:34][CH2:35][Si:36]([CH3:39])([CH3:38])[CH3:37])[N:28]=5)=[CH:23][CH:22]=4)=[C:14]3[N:13]=2)[C:5]1=[O:40].[CH3:41][C:42]1[CH:47]=[CH:46][C:45]([S:48](Cl)(=[O:50])=[O:49])=[CH:44][CH:43]=1, predict the reaction product. The product is: [CH3:41][C:42]1[CH:47]=[CH:46][C:45]([S:48]([O:1][CH2:2][CH2:3][N:4]2[CH2:8][C@H:7]([CH:9]([CH3:11])[CH3:10])[N:6]([C:12]3[CH:17]=[CH:16][N:15]4[N:18]=[CH:19][C:20]([C:21]5[CH:22]=[CH:23][C:24]([C:27]6[N:31]=[CH:30][N:29]([CH2:32][O:33][CH2:34][CH2:35][Si:36]([CH3:37])([CH3:39])[CH3:38])[N:28]=6)=[CH:25][CH:26]=5)=[C:14]4[N:13]=3)[C:5]2=[O:40])(=[O:50])=[O:49])=[CH:44][CH:43]=1. (2) Given the reactants [CH3:1][C:2]1[CH:3]=[C:4]([C:14]2[NH:23][C:22](=[O:24])[C:21]3[C:16](=[CH:17][C:18]([O:27][CH3:28])=[CH:19]C=3OC)[N:15]=2)[CH:5]=[C:6]([CH3:13])[C:7]=1[O:8][CH2:9][CH2:10][NH:11][CH3:12].[CH:29]([O:31][CH3:32])=O.C[CH2:34][OH:35], predict the reaction product. The product is: [CH3:32][O:31][C:29]1[CH:19]=[C:18]([O:27][CH3:28])[CH:17]=[C:16]2[C:21]=1[C:22](=[O:24])[NH:23][C:14]([C:4]1[CH:5]=[C:6]([CH3:13])[C:7]([O:8][CH2:9][CH2:10][N:11]([CH3:12])[CH:34]=[O:35])=[C:2]([CH3:1])[CH:3]=1)=[N:15]2. (3) Given the reactants [Si]([O:8][CH2:9][C:10]1[C:15]([C:16]2[CH:24]=[CH:23][C:22]([C:25](=[O:27])[NH2:26])=[C:21]3[C:17]=2[CH:18]=[C:19]([C:28]2[CH:29]=[N:30][N:31]([CH3:33])[CH:32]=2)[NH:20]3)=[CH:14][CH:13]=[CH:12][C:11]=1[NH:34][C:35]([C:37]1[S:38][CH:39]=[CH:40][N:41]=1)=[O:36])(C(C)(C)C)(C)C.S1C=CN=C1C(O)=O.[Si](OCC1C(B2OC(C)(C)C(C)(C)O2)=CC=CC=1N)(C(C)(C)C)(C)C.Cl, predict the reaction product. The product is: [C:25]([C:22]1[CH:23]=[CH:24][C:16]([C:15]2[C:10]([CH2:9][OH:8])=[C:11]([NH:34][C:35]([C:37]3[S:38][CH:39]=[CH:40][N:41]=3)=[O:36])[CH:12]=[CH:13][CH:14]=2)=[C:17]2[C:21]=1[NH:20][C:19]([C:28]1[CH:29]=[N:30][N:31]([CH3:33])[CH:32]=1)=[CH:18]2)(=[O:27])[NH2:26]. (4) Given the reactants [C:1]([O:5][C:6](=[O:40])[NH:7][C:8]1([C:12]2[CH:17]=[CH:16][C:15]([C:18]3[C:19](=[O:39])[C:20]4[C:25]([O:26][C:27]=3[C:28]3[CH:33]=[CH:32][CH:31]=[CH:30][CH:29]=3)=[C:24]3[N:34]([CH3:38])[N:35]=[C:36](I)[C:23]3=[CH:22][CH:21]=4)=[CH:14][CH:13]=2)[CH2:11][CH2:10][CH2:9]1)([CH3:4])([CH3:3])[CH3:2].[CH3:41][CH2:42]OC(C)=O, predict the reaction product. The product is: [C:1]([O:5][C:6](=[O:40])[NH:7][C:8]1([C:12]2[CH:17]=[CH:16][C:15]([C:18]3[C:19](=[O:39])[C:20]4[C:25]([O:26][C:27]=3[C:28]3[CH:33]=[CH:32][CH:31]=[CH:30][CH:29]=3)=[C:24]3[N:34]([CH3:38])[N:35]=[C:36]([CH:41]=[CH2:42])[C:23]3=[CH:22][CH:21]=4)=[CH:14][CH:13]=2)[CH2:11][CH2:10][CH2:9]1)([CH3:4])([CH3:3])[CH3:2]. (5) Given the reactants [CH3:1][O:2][C:3]([C:5]1[N:6]=[C:7](I)[C:8]2[C:9](=[O:23])[N:10]([CH2:16][C:17]3[CH:22]=[CH:21][CH:20]=[CH:19][CH:18]=3)[CH:11]=[CH:12][C:13]=2[C:14]=1[OH:15])=[O:4].[F:25][C:26]1[CH:27]=[C:28](B(O)O)[CH:29]=[N:30][CH:31]=1.C([O-])([O-])=O.[Cs+].[Cs+].Cl, predict the reaction product. The product is: [CH3:1][O:2][C:3]([C:5]1[N:6]=[C:7]([C:28]2[CH:29]=[N:30][CH:31]=[C:26]([F:25])[CH:27]=2)[C:8]2[C:9](=[O:23])[N:10]([CH2:16][C:17]3[CH:22]=[CH:21][CH:20]=[CH:19][CH:18]=3)[CH:11]=[CH:12][C:13]=2[C:14]=1[OH:15])=[O:4].